From a dataset of Full USPTO retrosynthesis dataset with 1.9M reactions from patents (1976-2016). Predict the reactants needed to synthesize the given product. Given the product [Br:21][C:22]1[CH:29]=[CH:28][C:25]([C:26]#[N:27])=[CH:24][C:23]=1[CH:30]=[CH:8][C:7]1[CH:6]=[CH:5][C:4]([O:3][C:2]([F:1])([F:19])[F:20])=[CH:18][CH:17]=1, predict the reactants needed to synthesize it. The reactants are: [F:1][C:2]([F:20])([F:19])[O:3][C:4]1[CH:18]=[CH:17][C:7]([CH2:8]P(=O)(OCC)OCC)=[CH:6][CH:5]=1.[Br:21][C:22]1[CH:29]=[CH:28][C:25]([C:26]#[N:27])=[CH:24][C:23]=1[CH:30]=O.CC(C)([O-])C.[K+].[Cl-].[NH4+].